Dataset: Experimentally validated miRNA-target interactions with 360,000+ pairs, plus equal number of negative samples. Task: Binary Classification. Given a miRNA mature sequence and a target amino acid sequence, predict their likelihood of interaction. (1) The miRNA is hsa-miR-296-3p with sequence GAGGGUUGGGUGGAGGCUCUCC. The protein sequence of the target gene is MAELCPLAEELSCSICLEPFKEPVTTPCGHNFCGSCLNETWAVQGSPYLCPQCRAVYQARPQLHKNTVLCNVVEQFLQADLAREPPADVWTPPARASAPSPNAQVACDHCLKEAAVKTCLVCMASFCQEHLQPHFDSPAFQDHPLQPPVRDLLRRKCSQHNRLREFFCPEHSECICHICLVEHKTCSPASLSQASADLEATLRHKLTVMYSQINGASRALDDVRNRQQDVRMTANRKVEQLQQEYTEMKALLDASETTSTRKIKEEEKRVNSKFDTIYQILLKKKSEIQTLKEEIEQSLT.... Result: 0 (no interaction). (2) The miRNA is hsa-miR-6818-3p with sequence UUGUCUCUUGUUCCUCACACAG. The protein sequence of the target gene is MPLAQLADPWQKMAVESPSDSAENGQQIMDEPMGEEEINPQTEEGSIKEIAITHHVKEGHEKADPSQFELLKVLGQGSFGKVFLVKKISGSDARQLYAMKVLKKATLKVRDRVRTKMERDILVEVNHPFIVKLHYAFQTEGKLYLILDFLRGGDLFTRLSKEVMFTEEDVKFYLAELALALDHLHSLGIIYRDLKPENILLDEEGHIKLTDFGLSKESIDHEKKAYSFCGTVEYMAPEVVNRRGHTQSADWWSFGVLMFEMLTGTLPFQGKDRKETMTMILKAKLGMPQFLSPEAQSLLR.... Result: 0 (no interaction). (3) The miRNA is ath-miR173-5p with sequence UUCGCUUGCAGAGAGAAAUCAC. The protein sequence of the target gene is MRVVTIVILLCFCKAAELRKASPGSVRSRVNHGRAGGGRRGSNPVKRYAPGLPCDVYTYLHEKYLDCQERKLVYVLPGWPQDLLHMLLARNKIRTLKNNMFSKFKKLKSLDLQQNEISKIESEAFFGLNKLTTLLLQHNQIKVLTEEVFIYTPLLSYLRLYDNPWHCTCEIETLISMLQIPRNRNLGNYAKCESPQEQKNKKLRQIKSEQLCNEEEKEQLDPKPQVSGRPPVIKPEVDSTFCHNYVFPIQTLDCKRKELKKVPNNIPPDIVKLDLSYNKINQLRPKEFEDVHELKKLNLS.... Result: 0 (no interaction). (4) The miRNA is hsa-miR-548u with sequence CAAAGACUGCAAUUACUUUUGCG. The protein sequence of the target gene is MASGILVNVKEEVTCPICLELLTQPLSLDCGHSFCQACLTANHKKSMLDKGESSCPVCRISYQPENIRPNRHVANIVEKLREVKLSPEGQKVDHCARHGEKLLLFCQEDGKVICWLCERSQEHRGHHTFLTEEVAREYQVKLQAALEMLRQKQQEAEELEADIREEKASWKTQIQYDKTNVLADFEQLRDILDWEESNELQNLEKEEEDILKSLTNSETEMVQQTQSLRELISDLEHRLQGSVMELLQGVDGVIKRTENVTLKKPETFPKNQRRVFRAPDLKGMLEVFRELTDVRRYWVD.... Result: 1 (interaction). (5) The miRNA is mmu-miR-135a-2-3p with sequence UGUAGGGAUGGAAGCCAUGAA. The protein sequence of the target gene is MLFRNRFLLLLALAALLAFVSLSLQFFHLIPVSTPKNGMSSKSRKRIMPDPVTEPPVTDPVYEALLYCNIPSVAERSMEGHAPHHFKLVSVHVFIRHGDRYPLYVIPKTKRPEIDCTLVANRKPYHPKLEAFISHMSKGSGASFESPLNSLPLYPNHPLCEMGELTQTGVVQHLQNGQLLRDIYLKKHKLLPNDWSADQLYLETTGKSRTLQSGLALLYGFLPDFDWKKIYFRHQPSALFCSGSCYCPVRNQYLEKEQRRQYLLRLKNSQLEKTYGEMAKIVDVPTKQLRAANPIDSMLC.... Result: 0 (no interaction).